This data is from Reaction yield outcomes from USPTO patents with 853,638 reactions. The task is: Predict the reaction yield, written as a fraction of the theoretical maximum amount of product (1.0 means a 100% yield; for example, 0.34 means a 34% yield). The reactants are [Cl:1][C:2]1[C:3]([O:30][C@H:31]2[CH2:36][CH2:35][C@@H:34]([OH:37])[CH2:33][C@@H:32]2[C:38]2[N:42]([CH3:43])[N:41]=[CH:40][CH:39]=2)=[CH:4][C:5]([F:29])=[C:6]([S:8]([N:11](CC2C=CC(OC)=CC=2OC)[C:12]2[CH:17]=[CH:16][N:15]=[CH:14][N:13]=2)(=[O:10])=[O:9])[CH:7]=1.C([SiH](CC)CC)C.FC(F)(F)C(O)=O. The catalyst is ClCCl. The product is [Cl:1][C:2]1[C:3]([O:30][C@H:31]2[CH2:36][CH2:35][C@@H:34]([OH:37])[CH2:33][C@@H:32]2[C:38]2[N:42]([CH3:43])[N:41]=[CH:40][CH:39]=2)=[CH:4][C:5]([F:29])=[C:6]([S:8]([NH:11][C:12]2[CH:17]=[CH:16][N:15]=[CH:14][N:13]=2)(=[O:10])=[O:9])[CH:7]=1. The yield is 0.790.